Regression. Given two drug SMILES strings and cell line genomic features, predict the synergy score measuring deviation from expected non-interaction effect. From a dataset of NCI-60 drug combinations with 297,098 pairs across 59 cell lines. (1) Drug 1: CC1C(C(CC(O1)OC2CC(CC3=C2C(=C4C(=C3O)C(=O)C5=C(C4=O)C(=CC=C5)OC)O)(C(=O)CO)O)N)O.Cl. Drug 2: COC1=C2C(=CC3=C1OC=C3)C=CC(=O)O2. Cell line: NCI-H322M. Synergy scores: CSS=-0.147, Synergy_ZIP=5.91, Synergy_Bliss=0.688, Synergy_Loewe=-0.390, Synergy_HSA=-0.683. (2) Drug 1: C1=NC2=C(N1)C(=S)N=CN2. Drug 2: CS(=O)(=O)OCCCCOS(=O)(=O)C. Cell line: NCI-H522. Synergy scores: CSS=43.7, Synergy_ZIP=1.54, Synergy_Bliss=3.41, Synergy_Loewe=1.31, Synergy_HSA=4.17. (3) Drug 1: C1=CC=C(C=C1)NC(=O)CCCCCCC(=O)NO. Drug 2: CC1=C(C(=O)C2=C(C1=O)N3CC4C(C3(C2COC(=O)N)OC)N4)N. Cell line: HS 578T. Synergy scores: CSS=23.7, Synergy_ZIP=-2.37, Synergy_Bliss=3.06, Synergy_Loewe=3.92, Synergy_HSA=4.10. (4) Drug 1: C1=CC(=C2C(=C1NCCNCCO)C(=O)C3=C(C=CC(=C3C2=O)O)O)NCCNCCO. Drug 2: CC1=C2C(C(=O)C3(C(CC4C(C3C(C(C2(C)C)(CC1OC(=O)C(C(C5=CC=CC=C5)NC(=O)OC(C)(C)C)O)O)OC(=O)C6=CC=CC=C6)(CO4)OC(=O)C)O)C)O. Cell line: NCI-H322M. Synergy scores: CSS=41.1, Synergy_ZIP=-9.80, Synergy_Bliss=-0.276, Synergy_Loewe=1.04, Synergy_HSA=2.84. (5) Drug 1: N.N.Cl[Pt+2]Cl. Drug 2: CC1C(C(CC(O1)OC2CC(CC3=C2C(=C4C(=C3O)C(=O)C5=CC=CC=C5C4=O)O)(C(=O)C)O)N)O. Cell line: U251. Synergy scores: CSS=42.3, Synergy_ZIP=5.12, Synergy_Bliss=1.58, Synergy_Loewe=-28.9, Synergy_HSA=3.63.